Dataset: Reaction yield outcomes from USPTO patents with 853,638 reactions. Task: Predict the reaction yield, written as a fraction of the theoretical maximum amount of product (1.0 means a 100% yield; for example, 0.34 means a 34% yield). (1) The reactants are [NH2:1][C:2]1[S:3][C:4]([CH3:7])=[CH:5][N:6]=1.[C:8]([NH:15][CH2:16][CH2:17][CH2:18]Br)([O:10][C:11]([CH3:14])([CH3:13])[CH3:12])=[O:9]. No catalyst specified. The product is [NH:1]=[C:2]1[N:6]([CH2:18][CH2:17][CH2:16][NH:15][C:8](=[O:9])[O:10][C:11]([CH3:14])([CH3:13])[CH3:12])[CH:5]=[C:4]([CH3:7])[S:3]1. The yield is 0.700. (2) The product is [Si:1]([O:8][CH:9]([CH2:10][C:11]#[CH:12])[C:13]([CH3:25])([CH3:24])[CH2:14][OH:15])([C:4]([CH3:7])([CH3:6])[CH3:5])([CH3:3])[CH3:2]. The reactants are [Si:1]([O:8][CH:9]([C:13]([CH3:25])([CH3:24])[CH2:14][O:15]C1C=CC(OC)=CC=1)[C:10]#[C:11][CH3:12])([C:4]([CH3:7])([CH3:6])[CH3:5])([CH3:3])[CH3:2].O=[N+]([O-])[O-].[O-][N+](=O)[O-].[O-][N+](=O)[O-].[O-][N+](=O)[O-].[O-][N+](=O)[O-].[O-][N+](=O)[O-].[Ce+4].[NH4+].[NH4+].CC(=O)OCC. The yield is 0.420. The catalyst is C(#N)C.O.[Cl-].[Na+].O.